This data is from Forward reaction prediction with 1.9M reactions from USPTO patents (1976-2016). The task is: Predict the product of the given reaction. (1) Given the reactants [Cl:1][C:2]1[C:3]([O:12][C:13]2[CH:18]=[C:17]([O:19][CH2:20][CH2:21][O:22][CH3:23])[CH:16]=[CH:15][C:14]=2/[CH:24]=[CH:25]/[CH2:26][OH:27])=[N:4][CH:5]=[C:6]([C:8]([F:11])([F:10])[F:9])[CH:7]=1.Cl[S:29]([N:32]=[C:33]=[O:34])(=[O:31])=[O:30].[CH2:35]([NH2:43])[CH2:36][C:37]1[CH:42]=[CH:41][CH:40]=[CH:39][CH:38]=1.Cl, predict the reaction product. The product is: [C:37]1([CH2:36][CH2:35][NH:43][S:29]([NH:32][C:33](=[O:34])[O:27][CH2:26]/[CH:25]=[CH:24]/[C:14]2[CH:15]=[CH:16][C:17]([O:19][CH2:20][CH2:21][O:22][CH3:23])=[CH:18][C:13]=2[O:12][C:3]2[C:2]([Cl:1])=[CH:7][C:6]([C:8]([F:9])([F:11])[F:10])=[CH:5][N:4]=2)(=[O:31])=[O:30])[CH:42]=[CH:41][CH:40]=[CH:39][CH:38]=1. (2) Given the reactants Cl[C:2]1[C:7]([C:8]([O:10][CH3:11])=[O:9])=[CH:6][N:5]=[CH:4][C:3]=1[F:12].[Cl:13][C:14]1[CH:19]=[CH:18][C:17](B(O)O)=[C:16]([F:23])[CH:15]=1.P([O-])([O-])([O-])=O.[K+].[K+].[K+], predict the reaction product. The product is: [Cl:13][C:14]1[CH:19]=[CH:18][C:17]([C:2]2[C:7]([C:8]([O:10][CH3:11])=[O:9])=[CH:6][N:5]=[CH:4][C:3]=2[F:12])=[C:16]([F:23])[CH:15]=1. (3) Given the reactants [Br:1][C:2]1[CH:3]=[CH:4][CH:5]=[C:6]2[C:10]=1[NH:9][C:8]([C:11]([F:14])([F:13])[F:12])=[C:7]2[CH2:15][CH2:16][C:17](OCC)=[O:18], predict the reaction product. The product is: [Br:1][C:2]1[CH:3]=[CH:4][CH:5]=[C:6]2[C:10]=1[NH:9][C:8]([C:11]([F:12])([F:13])[F:14])=[C:7]2[CH2:15][CH2:16][CH2:17][OH:18]. (4) Given the reactants ClC(N(C)C)=C(C)C.[S:9]1[CH:13]=[C:12]([CH2:14][C:15]([N:17]2[CH2:20][CH2:19][C:18]2([CH3:24])[C:21]([OH:23])=O)=[O:16])[C:11]2[CH:25]=[CH:26][CH:27]=[CH:28][C:10]1=2.[CH2:29]([O:31][C:32](=[O:47])[CH2:33][CH2:34][CH2:35][NH:36][CH2:37][C:38]1[CH:46]=[CH:45][C:41]2[CH:42]=[CH:43][O:44][C:40]=2[CH:39]=1)[CH3:30], predict the reaction product. The product is: [CH2:29]([O:31][C:32](=[O:47])[CH2:33][CH2:34][CH2:35][N:36]([C:21]([C:18]1([CH3:24])[CH2:19][CH2:20][N:17]1[C:15](=[O:16])[CH2:14][C:12]1[C:11]2[CH:25]=[CH:26][CH:27]=[CH:28][C:10]=2[S:9][CH:13]=1)=[O:23])[CH2:37][C:38]1[CH:46]=[CH:45][C:41]2[CH:42]=[CH:43][O:44][C:40]=2[CH:39]=1)[CH3:30]. (5) Given the reactants [CH3:1][C:2]1([CH3:18])[O:6][C@H:5]([CH2:7][O:8][C:9]2[N:14]=[C:13]([C:15]([OH:17])=[O:16])[CH:12]=[CH:11][CH:10]=2)[CH2:4][O:3]1.CC1(C)O[C@@H](CO)CO1, predict the reaction product. The product is: [CH3:1][C:2]1([CH3:18])[O:6][C@@H:5]([CH2:7][O:8][C:9]2[N:14]=[C:13]([C:15]([OH:17])=[O:16])[CH:12]=[CH:11][CH:10]=2)[CH2:4][O:3]1. (6) Given the reactants [F:1][C:2]([F:18])([F:17])[CH2:3][NH:4][C:5]1[CH:12]=[CH:11][C:8]([C:9]#[N:10])=[C:7]([C:13]([F:16])([F:15])[F:14])[CH:6]=1.Br[CH2:20][C:21](=[CH2:26])[C:22]([O:24][CH3:25])=[O:23], predict the reaction product. The product is: [C:9]([C:8]1[CH:11]=[CH:12][C:5]([N:4]([CH2:26][C:21](=[CH2:20])[C:22]([O:24][CH3:25])=[O:23])[CH2:3][C:2]([F:17])([F:18])[F:1])=[CH:6][C:7]=1[C:13]([F:16])([F:14])[F:15])#[N:10]. (7) The product is: [F:48][C:49]1[CH:50]=[CH:51][C:52]([C:55]2[N:59]([CH3:60])[N:58]=[CH:57][C:56]=2/[CH:61]=[CH:15]\[C:13]([O:12][CH3:11])=[O:14])=[CH:53][CH:54]=1. Given the reactants C[Si]([N-][Si](C)(C)C)(C)C.[K+].[CH3:11][O:12][C:13]([CH2:15]P(=O)(OCC(F)(F)F)OCC(F)(F)F)=[O:14].C1OCCOCCOCCOCCOCCOC1.[F:48][C:49]1[CH:54]=[CH:53][C:52]([C:55]2[N:59]([CH3:60])[N:58]=[CH:57][C:56]=2[CH:61]=O)=[CH:51][CH:50]=1.[Cl-].[NH4+], predict the reaction product.